From a dataset of Catalyst prediction with 721,799 reactions and 888 catalyst types from USPTO. Predict which catalyst facilitates the given reaction. (1) Reactant: [NH2:1][CH2:2][C:3]([OH:5])=[O:4].[OH-].[Na+].[Br:8][C:9]1[CH:16]=[CH:15][C:12]([CH:13]=O)=[CH:11][CH:10]=1.[BH4-].[Na+]. Product: [Br:8][C:9]1[CH:16]=[CH:15][C:12]([CH2:13][NH:1][CH2:2][C:3]([OH:5])=[O:4])=[CH:11][CH:10]=1. The catalyst class is: 72. (2) Reactant: [F-].C([N+](CCCC)(CCCC)CCCC)CCC.[CH3:19][O:20][C:21]([CH:23]1[CH2:30][CH:29]2[CH:31]([N:32]3[CH2:36][CH:35]([C:37](C4C=CC=CC=4)(C4C=CC=CC=4)[O:38][SiH2]C(C)(C)C)[C:34]([CH3:57])([CH3:56])[C:33]3=[O:58])[CH:25]([CH2:26][CH2:27][CH2:28]2)[CH2:24]1)=[O:22]. Product: [CH3:19][O:20][C:21]([CH:23]1[CH2:30][CH:29]2[CH:31]([N:32]3[CH2:36][CH:35]([CH2:37][OH:38])[C:34]([CH3:56])([CH3:57])[C:33]3=[O:58])[CH:25]([CH2:26][CH2:27][CH2:28]2)[CH2:24]1)=[O:22]. The catalyst class is: 7. (3) Reactant: [CH3:1][O:2][C:3]1[CH:4]=[C:5]2[C:10](=[CH:11][C:12]=1[O:13][CH3:14])[N:9]=[CH:8][N:7]=[C:6]2[O:15][C:16]1[CH:21]=[CH:20][C:19]([NH:22][C:23](=O)[CH2:24][O:25][C:26]2[CH:31]=[CH:30][CH:29]=[CH:28][CH:27]=2)=[CH:18][CH:17]=1.Cl.[OH-].[Na+]. Product: [CH3:1][O:2][C:3]1[CH:4]=[C:5]2[C:10](=[CH:11][C:12]=1[O:13][CH3:14])[N:9]=[CH:8][N:7]=[C:6]2[O:15][C:16]1[CH:17]=[CH:18][C:19]([NH:22][CH2:23][CH2:24][O:25][C:26]2[CH:31]=[CH:30][CH:29]=[CH:28][CH:27]=2)=[CH:20][CH:21]=1. The catalyst class is: 7. (4) Reactant: O1CCCC1.[CH:6]1([CH2:9][O:10][C:11]2[CH:12]=[C:13]([CH2:17][C:18](Cl)=[N:19][OH:20])[CH:14]=[CH:15][CH:16]=2)[CH2:8][CH2:7]1.[C:22]([C:24]1[C:25]([NH2:30])=[N:26][CH:27]=[CH:28][CH:29]=1)#[CH:23].C(N(CC)CC)C. Product: [CH:6]1([CH2:9][O:10][C:11]2[CH:12]=[C:13]([CH:14]=[CH:15][CH:16]=2)[CH2:17][C:18]2[CH:23]=[C:22]([C:24]3[C:25]([NH2:30])=[N:26][CH:27]=[CH:28][CH:29]=3)[O:20][N:19]=2)[CH2:8][CH2:7]1. The catalyst class is: 6. (5) Reactant: [Cl:1][C:2]1[CH:7]=[C:6]([Cl:8])[CH:5]=[CH:4][C:3]=1[NH:9][C:10]1[C:19]([F:20])=[C:18]2[C:13]([C:14]([CH3:21])=[CH:15][N:16]=[N:17]2)=[CH:12][C:11]=1[C:22](O)=[O:23].CCN=C=NCCCN(C)C.C1C=CC2N(O)N=NC=2C=1.O.[CH:47]([O:49][CH2:50][CH2:51][O:52][NH2:53])=[CH2:48]. Product: [CH:47]([O:49][CH2:50][CH2:51][O:52][NH:53][C:22]([C:11]1[CH:12]=[C:13]2[C:18](=[C:19]([F:20])[C:10]=1[NH:9][C:3]1[CH:4]=[CH:5][C:6]([Cl:8])=[CH:7][C:2]=1[Cl:1])[N:17]=[N:16][CH:15]=[C:14]2[CH3:21])=[O:23])=[CH2:48]. The catalyst class is: 31. (6) Reactant: [OH:1][CH2:2][C@H:3]1[CH2:14][CH2:13][C:12]2[S:11][C:10]3[N:9]=[CH:8][N:7]=[C:6]([O:15][CH:16]4[CH2:21][CH2:20][CH:19]([N:22]([CH3:30])[C:23](=[O:29])[O:24][C:25]([CH3:28])([CH3:27])[CH3:26])[CH2:18][CH2:17]4)[C:5]=3[C:4]1=2.[CH3:31][S:32](Cl)(=[O:34])=[O:33].C(N(CC)CC)C. Product: [CH3:31][S:32]([O:1][CH2:2][C@H:3]1[CH2:14][CH2:13][C:12]2[S:11][C:10]3[N:9]=[CH:8][N:7]=[C:6]([O:15][CH:16]4[CH2:17][CH2:18][CH:19]([N:22]([CH3:30])[C:23](=[O:29])[O:24][C:25]([CH3:26])([CH3:27])[CH3:28])[CH2:20][CH2:21]4)[C:5]=3[C:4]1=2)(=[O:34])=[O:33]. The catalyst class is: 2. (7) The catalyst class is: 1. Reactant: [Si]([O:8][C:9]1[CH:14]=[CH:13][C:12]([C:15]2([CH2:21][NH:22][C:23]3[CH:28]=[CH:27][CH:26]=[CH:25][N:24]=3)[CH2:20][CH2:19][O:18][CH2:17][CH2:16]2)=[CH:11][CH:10]=1)(C(C)(C)C)(C)C.[F-].C([N+](CCCC)(CCCC)CCCC)CCC. Product: [N:24]1[CH:25]=[CH:26][CH:27]=[CH:28][C:23]=1[NH:22][CH2:21][C:15]1([C:12]2[CH:13]=[CH:14][C:9]([OH:8])=[CH:10][CH:11]=2)[CH2:16][CH2:17][O:18][CH2:19][CH2:20]1. (8) Reactant: C[C:2]([CH3:4])=[O:3].[OH-:5].[Ca+2:6].[OH-]. Product: [C:2]([O-:5])(=[O:3])[CH3:4].[Ca+2:6].[C:2]([O-:5])(=[O:3])[CH3:4]. The catalyst class is: 15. (9) Reactant: Cl[C:2]1[C:11]2=[N:12][N:13](CC3C=CC(OC)=CC=3)[CH:14]=[C:10]2[C:9]2[CH:8]=[C:7]([O:24][CH3:25])[CH:6]=[CH:5][C:4]=2[N:3]=1.[NH2:26][C:27]1[CH:38]=[CH:37][C:30]2[N:31]([CH3:36])[C:32](=[O:35])[N:33]([CH3:34])[C:29]=2[CH:28]=1.Cl. Product: [CH3:25][O:24][C:7]1[CH:6]=[CH:5][C:4]2[N:3]=[C:2]([NH:26][C:27]3[CH:38]=[CH:37][C:30]4[N:31]([CH3:36])[C:32](=[O:35])[N:33]([CH3:34])[C:29]=4[CH:28]=3)[C:11]3=[N:12][NH:13][CH:14]=[C:10]3[C:9]=2[CH:8]=1. The catalyst class is: 71. (10) Reactant: [CH3:1][O:2][C:3]1[CH:4]=[C:5]2[C:10](=[CH:11][CH:12]=1)[CH2:9][N:8]([C:13]1[N:14]=[C:15]([CH3:30])[N:16]([CH2:20][C:21]3[S:22][C:23]([C:26]([F:29])([F:28])[F:27])=[CH:24][CH:25]=3)[C:17](=[O:19])[N:18]=1)[CH2:7][C:6]2=O.S([O-])([O-])(=O)=O.[OH:37][NH3+:38].O[NH3+]. Product: [OH:37][N:38]=[C:6]1[C:5]2[C:10](=[CH:11][CH:12]=[C:3]([O:2][CH3:1])[CH:4]=2)[CH2:9][N:8]([C:13]2[N:14]=[C:15]([CH3:30])[N:16]([CH2:20][C:21]3[S:22][C:23]([C:26]([F:29])([F:27])[F:28])=[CH:24][CH:25]=3)[C:17](=[O:19])[N:18]=2)[CH2:7]1. The catalyst class is: 5.